Predict which catalyst facilitates the given reaction. From a dataset of Catalyst prediction with 721,799 reactions and 888 catalyst types from USPTO. (1) Reactant: [OH:1][C@@H:2]1[CH2:6][CH2:5][N:4]([C:7]2[CH:16]=[CH:15][C:14]3[C:9](=[CH:10][CH:11]=[C:12]([CH3:27])[C:13]=3[NH:17][C:18](=[O:26])[CH2:19][CH:20]3[CH2:25][CH2:24][CH2:23][CH2:22][CH2:21]3)[N:8]=2)[CH2:3]1.[CH3:28][S:29](Cl)(=[O:31])=[O:30].C(N(CC)CC)C. Product: [CH3:27][C:12]1[C:13]([NH:17][C:18](=[O:26])[CH2:19][CH:20]2[CH2:21][CH2:22][CH2:23][CH2:24][CH2:25]2)=[C:14]2[C:9](=[CH:10][CH:11]=1)[N:8]=[C:7]([N:4]1[CH2:5][CH2:6][C@@H:2]([O:1][S:29]([CH3:28])(=[O:31])=[O:30])[CH2:3]1)[CH:16]=[CH:15]2. The catalyst class is: 4. (2) Reactant: [F:1][CH:2]([F:15])[O:3][C:4]1[C:9]([CH3:10])=[CH:8][C:7]([N+:11]([O-])=O)=[C:6]([CH3:14])[N:5]=1.C(O)C. Product: [F:15][CH:2]([F:1])[O:3][C:4]1[N:5]=[C:6]([CH3:14])[C:7]([NH2:11])=[CH:8][C:9]=1[CH3:10]. The catalyst class is: 707. (3) Reactant: [BH4-].[Na+].[CH3:3][O:4][C:5]1[C:13]2[O:12][C:11]([CH:14]=[O:15])=[CH:10][C:9]=2[CH:8]=[CH:7][CH:6]=1. Product: [CH3:3][O:4][C:5]1[C:13]2[O:12][C:11]([CH2:14][OH:15])=[CH:10][C:9]=2[CH:8]=[CH:7][CH:6]=1. The catalyst class is: 24. (4) Reactant: COC1C=CC(C[N:8]2[C:17]([C@@H:18]([NH:20][C:21](=[O:37])[O:22][CH2:23][CH:24]3[C:36]4[CH:35]=[CH:34][CH:33]=[CH:32][C:31]=4[C:30]4[C:25]3=[CH:26][CH:27]=[CH:28][CH:29]=4)[CH3:19])=[CH:16][C:15]3[C:10](=[C:11]([Cl:38])[CH:12]=[CH:13][CH:14]=3)[C:9]2=[O:39])=CC=1. Product: [Cl:38][C:11]1[CH:12]=[CH:13][CH:14]=[C:15]2[C:10]=1[C:9](=[O:39])[NH:8][C:17]([C@@H:18]([NH:20][C:21](=[O:37])[O:22][CH2:23][CH:24]1[C:36]3[CH:35]=[CH:34][CH:33]=[CH:32][C:31]=3[C:30]3[C:25]1=[CH:26][CH:27]=[CH:28][CH:29]=3)[CH3:19])=[CH:16]2. The catalyst class is: 55. (5) Reactant: [F:1][C:2]([F:19])([F:18])[C:3]1[CH:8]=[CH:7][C:6]([C:9]2[C:10]([C:15]([OH:17])=O)=[CH:11][CH:12]=[CH:13][CH:14]=2)=[CH:5][CH:4]=1.C(Cl)(=O)C(Cl)=O.[NH:26]1[CH2:34][CH2:33][CH:29]([C:30]([NH2:32])=[O:31])[CH2:28][CH2:27]1.C(N(CC)CC)C.C(=O)([O-])O.[Na+]. Product: [F:18][C:2]([F:1])([F:19])[C:3]1[CH:4]=[CH:5][C:6]([C:9]2[CH:14]=[CH:13][CH:12]=[CH:11][C:10]=2[C:15]([N:26]2[CH2:34][CH2:33][CH:29]([C:30]([NH2:32])=[O:31])[CH2:28][CH2:27]2)=[O:17])=[CH:7][CH:8]=1. The catalyst class is: 204. (6) The catalyst class is: 95. Product: [CH2:24]([NH:19][CH2:28][C:29]([OH:31])=[O:30])[CH:23]=[CH:22][CH3:20]. Reactant: C(O[N:19]1[C:24](=O)[CH2:23][CH2:22][C:20]1=O)(OCC1C2C(=CC=CC=2)C2C1=CC=CC=2)=O.Cl.N[C@@H:28](CC=CC)[C:29]([OH:31])=[O:30].C([O-])(O)=O.[Na+].Cl. (7) Reactant: Br[C:2]1[CH:11]=[CH:10][C:9]2[N:8]=[CH:7][CH:6]=[CH:5][C:4]=2[C:3]=1[C:12]#[N:13].C[O-].[Na+].[C:17]([O:21][CH3:22])(=[O:20])[CH2:18][SH:19]. Product: [NH2:13][C:12]1[C:3]2=[C:4]3[C:9](=[CH:10][CH:11]=[C:2]2[S:19][C:18]=1[C:17]([O:21][CH3:22])=[O:20])[N:8]=[CH:7][CH:6]=[CH:5]3. The catalyst class is: 24. (8) Reactant: [Br:1][C:2]1[CH:3]=[C:4](I)[CH:5]=[CH:6][CH:7]=1.[C:9]1(B(O)O)[C:22]2[CH:21]=[CH:20][C:19]3[C:14](=[CH:15][CH:16]=[CH:17][CH:18]=3)[C:13]=2[CH:12]=[CH:11][CH:10]=1.C(=O)([O-])[O-].[Na+].[Na+]. Product: [Br:1][C:2]1[CH:3]=[C:4]([C:21]2[C:22]3[C:13]([C:14]4[CH:15]=[CH:16][CH:17]=[CH:18][C:19]=4[CH:20]=2)=[CH:12][CH:11]=[CH:10][CH:9]=3)[CH:5]=[CH:6][CH:7]=1. The catalyst class is: 11. (9) Reactant: [CH3:1][O:2][C:3]1[CH:8]=[CH:7][C:6]([N:9]2[CH:13]=[CH:12][CH:11]=[N:10]2)=[CH:5][CH:4]=1.[Br:14]N1C(=O)CCC1=O. Product: [Br:14][C:12]1[CH:11]=[N:10][N:9]([C:6]2[CH:5]=[CH:4][C:3]([O:2][CH3:1])=[CH:8][CH:7]=2)[CH:13]=1. The catalyst class is: 7.